From a dataset of Forward reaction prediction with 1.9M reactions from USPTO patents (1976-2016). Predict the product of the given reaction. (1) The product is: [CH3:1][O:2][C:3]1[C:8]([N:9]2[CH2:14][CH2:13][N:12]([CH3:15])[CH2:11][CH2:10]2)=[C:7]([CH2:16][CH2:23][OH:25])[C:6]([N+:17]([O-:19])=[O:18])=[CH:5][CH:4]=1. Given the reactants [CH3:1][O:2][C:3]1[C:8]([N:9]2[CH2:14][CH2:13][N:12]([CH3:15])[CH2:11][CH2:10]2)=[C:7]([CH3:16])[C:6]([N+:17]([O-:19])=[O:18])=[CH:5][CH:4]=1.C=O.C[C:23](C)([O-:25])C.[K+], predict the reaction product. (2) Given the reactants N1C=CC=CC=1S[C:8](=[O:17])[CH2:9][CH2:10][CH:11]1[CH2:16][CH2:15][CH2:14][CH2:13][CH2:12]1.[CH:18]1([Mg]Br)[CH2:22][CH2:21][CH2:20][CH2:19]1.CCOCC, predict the reaction product. The product is: [CH:11]1([CH2:10][CH2:9][C:8]([CH:18]2[CH2:22][CH2:21][CH2:20][CH2:19]2)=[O:17])[CH2:12][CH2:13][CH2:14][CH2:15][CH2:16]1.